From a dataset of CYP2C9 inhibition data for predicting drug metabolism from PubChem BioAssay. Regression/Classification. Given a drug SMILES string, predict its absorption, distribution, metabolism, or excretion properties. Task type varies by dataset: regression for continuous measurements (e.g., permeability, clearance, half-life) or binary classification for categorical outcomes (e.g., BBB penetration, CYP inhibition). Dataset: cyp2c9_veith. The compound is CCOCC(=O)Nc1c(C(=O)Nc2ccccc2OC)oc2ccccc12. The result is 0 (non-inhibitor).